Dataset: Forward reaction prediction with 1.9M reactions from USPTO patents (1976-2016). Task: Predict the product of the given reaction. (1) Given the reactants [NH2:1][C:2]1[C:3]2[C:10](I)=[CH:9][N:8]([C@@H:12]3[O:18][C@H:17]([CH2:19][OH:20])[C@@H:15]([OH:16])[C@@:13]3([CH3:21])[OH:14])[C:4]=2[N:5]=[CH:6][N:7]=1.[C:22]1(B(O)O)[CH:27]=[CH:26][CH:25]=[CH:24][CH:23]=1.C([O-])([O-])=O.[Na+].[Na+].C1C=C(S([O-])(=O)=O)C=C(P(C2C=CC=C(S([O-])(=O)=O)C=2)C2C=CC=C(S([O-])(=O)=O)C=2)C=1.[Na+].[Na+].[Na+], predict the reaction product. The product is: [NH2:1][C:2]1[C:3]2[C:10]([C:22]3[CH:27]=[CH:26][CH:25]=[CH:24][CH:23]=3)=[CH:9][N:8]([C@@H:12]3[O:18][C@H:17]([CH2:19][OH:20])[C@@H:15]([OH:16])[C@@:13]3([CH3:21])[OH:14])[C:4]=2[N:5]=[CH:6][N:7]=1. (2) The product is: [Cl:20][C:11]1[N:12]=[N:13][CH:14]=[C:9]([C:4]2[C:3]([C:2]([F:17])([F:16])[F:1])=[CH:8][CH:7]=[CH:6][N:5]=2)[CH:10]=1. Given the reactants [F:1][C:2]([F:17])([F:16])[C:3]1[C:4]([C:9]2[CH:14]=[N:13][NH:12][C:11](=O)[CH:10]=2)=[N:5][CH:6]=[CH:7][CH:8]=1.P(Cl)(Cl)([Cl:20])=O, predict the reaction product. (3) Given the reactants [OH-].[Na+].[O:3]=[C:4]([C:8]1[C:9]2[C:10](=[N:22][O:23][C:24]=2[C:25]2[CH:30]=[CH:29][CH:28]=[CH:27][CH:26]=2)[C:11](=[O:21])[N:12]([C:14]2[CH:19]=[CH:18][C:17]([CH3:20])=[CH:16][CH:15]=2)[N:13]=1)[C:5]([O-:7])=[O:6], predict the reaction product. The product is: [O:3]=[C:4]([C:8]1[C:9]2[C:10](=[N:22][O:23][C:24]=2[C:25]2[CH:30]=[CH:29][CH:28]=[CH:27][CH:26]=2)[C:11](=[O:21])[N:12]([C:14]2[CH:15]=[CH:16][C:17]([CH3:20])=[CH:18][CH:19]=2)[N:13]=1)[C:5]([OH:7])=[O:6]. (4) Given the reactants [Cl:1][C:2]1[CH:7]=[C:6]([CH3:8])[C:5]([S:9][CH2:10][C:11]([F:14])([F:13])[F:12])=[CH:4][C:3]=1[NH:15][NH2:16].C(O[CH:20](O)[C:21]([F:24])([F:23])[F:22])C, predict the reaction product. The product is: [Cl:1][C:2]1[CH:7]=[C:6]([CH3:8])[C:5]([S:9][CH2:10][C:11]([F:13])([F:14])[F:12])=[CH:4][C:3]=1[NH:15][N:16]=[CH:20][C:21]([F:24])([F:23])[F:22]. (5) Given the reactants Br[C:2]1[C:3]([CH3:19])=[N:4][C:5]2[N:6]([N:9]=[C:10]([C:12]3[CH:17]=[CH:16][CH:15]=[C:14]([Cl:18])[CH:13]=3)[CH:11]=2)[C:7]=1Cl.[Li+].[Cl-].C1COCC1.[CH2:27]([Mg]Cl)[CH:28]([CH3:30])[CH3:29].C1COCC1.C([Mg]Cl)C(C)C.Cl[C:45](=[O:50])[C:46]([O:48][CH3:49])=[O:47], predict the reaction product. The product is: [Cl:18][C:14]1[CH:13]=[C:12]([C:10]2[CH:11]=[C:5]3[N:4]=[C:3]([CH3:19])[C:2]([C:45](=[O:50])[C:46]([O:48][CH3:49])=[O:47])=[C:7]([CH2:27][CH:28]([CH3:30])[CH3:29])[N:6]3[N:9]=2)[CH:17]=[CH:16][CH:15]=1. (6) Given the reactants [CH2:1]([O:3][C:4]1[CH:5]=[C:6]([C:16](=[O:19])[CH2:17][CH3:18])[CH:7]=[C:8]([S:10]([F:15])([F:14])([F:13])([F:12])[F:11])[CH:9]=1)[CH3:2].[Br-:20].[Br-].[Br-].C1([N+](C)(C)C)C=CC=CC=1.C1([N+](C)(C)C)C=CC=CC=1.C1([N+](C)(C)C)C=CC=CC=1.O.C(=O)([O-])O.[Na+], predict the reaction product. The product is: [Br:20][CH:17]([CH3:18])[C:16]([C:6]1[CH:7]=[C:8]([S:10]([F:11])([F:12])([F:13])([F:15])[F:14])[CH:9]=[C:4]([O:3][CH2:1][CH3:2])[CH:5]=1)=[O:19]. (7) Given the reactants Br[C:2]1[S:6][C:5]2=[N:7][CH:8]=[C:9]([I:10])[N:4]2[N:3]=1.[C:11]([NH:14][C:15]1[CH:16]=[C:17](B(O)O)[CH:18]=[CH:19][CH:20]=1)(=[O:13])[CH3:12].C([O-])([O-])=O.[Na+].[Na+], predict the reaction product. The product is: [I:10][C:9]1[N:4]2[C:5]([S:6][C:2]([C:19]3[CH:20]=[C:15]([NH:14][C:11](=[O:13])[CH3:12])[CH:16]=[CH:17][CH:18]=3)=[N:3]2)=[N:7][CH:8]=1. (8) Given the reactants C[O:2][C:3](=O)[C@H:4]([NH:15][C:16]([C:18]1[C:26]2[O:25][CH:24]([CH:27]=[CH2:28])[CH2:23][C:22]=2[CH:21]=[C:20]([C:29]2[CH:34]=[CH:33][C:32]([O:35][CH3:36])=[C:31]([O:37][CH3:38])[CH:30]=2)[CH:19]=1)=[O:17])[CH2:5][C:6]1[C:14]2[C:9](=[CH:10][CH:11]=[CH:12][CH:13]=2)[NH:8][CH:7]=1.[BH4-].[Li+], predict the reaction product. The product is: [OH:2][CH2:3][C@H:4]([NH:15][C:16]([C:18]1[C:26]2[O:25][CH:24]([CH:27]=[CH2:28])[CH2:23][C:22]=2[CH:21]=[C:20]([C:29]2[CH:34]=[CH:33][C:32]([O:35][CH3:36])=[C:31]([O:37][CH3:38])[CH:30]=2)[CH:19]=1)=[O:17])[CH2:5][C:6]1[C:14]2[C:9](=[CH:10][CH:11]=[CH:12][CH:13]=2)[NH:8][CH:7]=1. (9) The product is: [Cl:1][C:2]1[CH:3]=[CH:4][C:5]([C:20]([F:23])([F:22])[F:21])=[C:6]([CH:19]=1)[CH2:7][N:8]1[CH2:13][CH2:12][NH:11][C:10]2[N:14]=[CH:15][C:16]([C:34]3[CH:33]=[CH:32][N:31]=[C:30]([N:24]4[CH2:25][CH2:26][NH:27][CH2:28][CH2:29]4)[CH:35]=3)=[CH:17][C:9]1=2. Given the reactants [Cl:1][C:2]1[CH:3]=[CH:4][C:5]([C:20]([F:23])([F:22])[F:21])=[C:6]([CH:19]=1)[CH2:7][N:8]1[CH2:13][CH2:12][NH:11][C:10]2[N:14]=[CH:15][C:16](I)=[CH:17][C:9]1=2.[N:24]1([C:30]2[CH:35]=[C:34](B(O)O)[CH:33]=[CH:32][N:31]=2)[CH2:29][CH2:28][NH:27][CH2:26][CH2:25]1, predict the reaction product. (10) Given the reactants C([N:3]([CH2:6]C)CC)C.[S:8]1[C:12]2[CH:13]=[C:14]([NH:17][CH:18]([CH3:23])[CH2:19]C(O)=O)[CH:15]=[CH:16][C:11]=2[N:10]=[CH:9]1.C1C=CC(P(N=[N+]=[N-])(C2C=CC=CC=2)=[O:31])=CC=1.CO, predict the reaction product. The product is: [S:8]1[C:12]2[CH:13]=[C:14]([N:17]3[CH:18]([CH3:23])[CH2:19][NH:3][C:6]3=[O:31])[CH:15]=[CH:16][C:11]=2[N:10]=[CH:9]1.